Dataset: Reaction yield outcomes from USPTO patents with 853,638 reactions. Task: Predict the reaction yield, written as a fraction of the theoretical maximum amount of product (1.0 means a 100% yield; for example, 0.34 means a 34% yield). (1) The catalyst is O1CCOCC1. The product is [ClH:47].[CH:44]1([N:15]([CH2:14][CH:11]2[CH2:12][CH2:13][NH:8][CH2:9][CH2:10]2)[C:16](=[O:43])[CH2:17][CH2:18][C:19]2[CH:24]=[CH:23][C:22]([C:25]([N:27]3[CH2:36][C:35]4[CH:34]=[N:33][N:32]([CH3:37])[C:31]=4[NH:30][C:29]4[CH:38]=[CH:39][CH:40]=[CH:41][C:28]3=4)=[O:26])=[CH:21][C:20]=2[CH3:42])[CH2:45][CH2:46]1. The reactants are C(OC([N:8]1[CH2:13][CH2:12][CH:11]([CH2:14][N:15]([CH:44]2[CH2:46][CH2:45]2)[C:16](=[O:43])[CH2:17][CH2:18][C:19]2[CH:24]=[CH:23][C:22]([C:25]([N:27]3[CH2:36][C:35]4[CH:34]=[N:33][N:32]([CH3:37])[C:31]=4[NH:30][C:29]4[CH:38]=[CH:39][CH:40]=[CH:41][C:28]3=4)=[O:26])=[CH:21][C:20]=2[CH3:42])[CH2:10][CH2:9]1)=O)(C)(C)C.[ClH:47]. The yield is 0.390. (2) The reactants are CI.[CH3:3][C:4]1[N:8]=[C:7]([CH2:9][C:10](=[O:12])[CH3:11])[O:6][N:5]=1.[C:13](=O)([O-])[O-].[K+].[K+]. The catalyst is C(OCC)(=O)C.CCCCCCC. The product is [CH3:3][C:4]1[N:8]=[C:7]([CH:9]([CH3:13])[C:10](=[O:12])[CH3:11])[O:6][N:5]=1. The yield is 0.0200. (3) The reactants are [Na+].[CH2:2]([P:4]([OH:11])([CH2:6][CH2:7][C:8]([O-:10])=[O:9])=[O:5])[CH3:3].S(=O)(=O)(O)O. The catalyst is O. The product is [CH2:2]([P:4]([OH:11])([CH2:6][CH2:7][C:8]([OH:10])=[O:9])=[O:5])[CH3:3]. The yield is 0.980.